From a dataset of Forward reaction prediction with 1.9M reactions from USPTO patents (1976-2016). Predict the product of the given reaction. (1) Given the reactants C(ON1[C:14]2[CH:15]=[CH:16][CH:17]=[C:18]([O:19][CH:20]3[CH2:25][CH2:24][N:23]([CH:26]([CH3:28])[CH3:27])[CH2:22][CH2:21]3)[C:13]=2N=N1)(=O)C1C=CC=CC=1.[NH2:29][C:30]1[CH:51]=[CH:50][C:33]([O:34][C:35]2[CH:40]=[CH:39][C:38]([NH:41][C:42]([NH:44][CH:45]([CH2:48][CH3:49])[CH2:46][CH3:47])=[O:43])=[CH:37][CH:36]=2)=[C:32]([CH3:52])[CH:31]=1.CN([CH:56]=[O:57])C, predict the reaction product. The product is: [CH2:46]([CH:45]([NH:44][C:42](=[O:43])[NH:41][C:38]1[CH:37]=[CH:36][C:35]([O:34][C:33]2[CH:50]=[CH:51][C:30]([NH:29][C:56](=[O:57])[C:15]3[CH:14]=[CH:13][C:18]([O:19][CH:20]4[CH2:21][CH2:22][N:23]([CH:26]([CH3:27])[CH3:28])[CH2:24][CH2:25]4)=[CH:17][CH:16]=3)=[CH:31][C:32]=2[CH3:52])=[CH:40][CH:39]=1)[CH2:48][CH3:49])[CH3:47]. (2) Given the reactants [CH3:1][C:2]1[S:3][CH:4]=[C:5](Br)[CH:6]=1.[Li]CCCC.[CH3:13][C:14]1[S:15][CH:16]=[C:17]([CH:19]=O)[CH:18]=1.[NH4+].[Cl-].[H-].[H-].[H-].[H-].[Li+].[Al+3].[Al+3].[Cl-].[Cl-].[Cl-], predict the reaction product. The product is: [CH3:1][C:2]1[S:3][CH:4]=[C:5]([CH2:19][C:17]2[CH:18]=[C:14]([CH3:13])[S:15][CH:16]=2)[CH:6]=1. (3) Given the reactants [CH3:1][O:2][C:3](=[O:24])[C:4]1[CH:9]=[CH:8][CH:7]=[C:6]([NH:10][C:11](=[O:23])[C:12]2[CH:17]=[CH:16][C:15]([O:18][CH3:19])=[C:14]([N+:20]([O-])=O)[CH:13]=2)[CH:5]=1, predict the reaction product. The product is: [CH3:1][O:2][C:3](=[O:24])[C:4]1[CH:9]=[CH:8][CH:7]=[C:6]([NH:10][C:11](=[O:23])[C:12]2[CH:17]=[CH:16][C:15]([O:18][CH3:19])=[C:14]([NH2:20])[CH:13]=2)[CH:5]=1. (4) The product is: [CH2:27]([O:25][C:18]1[C:19]([O:23][CH3:24])=[CH:20][CH:21]=[CH:22][C:17]=1[C@@H:7]1[C:6]2[CH:26]=[C:2]([Cl:1])[CH:3]=[CH:4][C:5]=2[NH:11][C:10](=[O:12])[C@@H:9]([CH2:13][C:14]([O:16][CH2:31][CH:41]=[CH2:42])=[O:15])[S:8]1)[CH:28]=[CH2:29]. Given the reactants [Cl:1][C:2]1[CH:3]=[CH:4][C:5]2[NH:11][C:10](=[O:12])[C@@H:9]([CH2:13][C:14]([OH:16])=[O:15])[S:8][C@H:7]([C:17]3[CH:22]=[CH:21][CH:20]=[C:19]([O:23][CH3:24])[C:18]=3[OH:25])[C:6]=2[CH:26]=1.[CH2:27](Br)[CH:28]=[CH2:29].[C:31](=O)([O-])[O-].[K+].[K+].C(O[CH2:41][CH3:42])(=O)C, predict the reaction product. (5) Given the reactants [C:1]([C:5]1[CH:10]=[CH:9][CH:8]=[CH:7][C:6]=1[OH:11])(C)(C)[CH3:2].[NH2:12]C1C=CC=CC=1, predict the reaction product. The product is: [O:11]1[C:6]2[CH:7]=[CH:8][CH:9]=[CH:10][C:5]=2[CH:1]=[CH:2][NH:12]1. (6) Given the reactants [Cl:1][C:2]1[CH:7]=[C:6]([CH:8]=O)[CH:5]=[CH:4][C:3]=1[NH:10][C:11]([C:13]1[CH:17]=[C:16]([C:18]2[CH:23]=[CH:22][C:21]([O:24][CH:25]([CH3:27])[CH3:26])=[C:20]([Cl:28])[CH:19]=2)[O:15][N:14]=1)=[O:12].CC(O)=O.[NH:33]1[CH2:36][CH:35]([C:37]([OH:39])=[O:38])[CH2:34]1.C([BH3-])#N.[Na+], predict the reaction product. The product is: [Cl:1][C:2]1[CH:7]=[C:6]([CH:5]=[CH:4][C:3]=1[NH:10][C:11]([C:13]1[CH:17]=[C:16]([C:18]2[CH:23]=[CH:22][C:21]([O:24][CH:25]([CH3:26])[CH3:27])=[C:20]([Cl:28])[CH:19]=2)[O:15][N:14]=1)=[O:12])[CH2:8][N:33]1[CH2:36][CH:35]([C:37]([OH:39])=[O:38])[CH2:34]1.